This data is from Forward reaction prediction with 1.9M reactions from USPTO patents (1976-2016). The task is: Predict the product of the given reaction. Given the reactants [F-:1].[K+].[N+:3]([C:6]1[CH:7]=[C:8]([CH:23]=[CH:24][C:25]=1[N+]([O-])=O)[C:9]([NH:11][CH2:12][C:13]([O:15][CH2:16][C:17]1[CH:22]=[CH:21][CH:20]=[CH:19][CH:18]=1)=[O:14])=[O:10])([O-:5])=[O:4].C1OCCOCCOCCOCCOCCOC1, predict the reaction product. The product is: [F:1][C:25]1[CH:24]=[CH:23][C:8]([C:9]([NH:11][CH2:12][C:13]([O:15][CH2:16][C:17]2[CH:22]=[CH:21][CH:20]=[CH:19][CH:18]=2)=[O:14])=[O:10])=[CH:7][C:6]=1[N+:3]([O-:5])=[O:4].